Dataset: Reaction yield outcomes from USPTO patents with 853,638 reactions. Task: Predict the reaction yield, written as a fraction of the theoretical maximum amount of product (1.0 means a 100% yield; for example, 0.34 means a 34% yield). The reactants are [CH3:1][N:2]([CH3:50])[CH2:3][C:4]([N:6]1[C:14]2[C:9](=[CH:10][C:11]([O:47][CH3:48])=[C:12]([NH:15][C:16]3[N:17]=[C:18]([NH:35][C:36]4[CH:45]=[CH:44][CH:43]=[C:42]([F:46])[C:37]=4[C:38]([NH:40][CH3:41])=[O:39])[C:19]4[CH:24]=[CH:23][N:22](S(C5C=CC(C)=CC=5)(=O)=O)[C:20]=4[N:21]=3)[CH:13]=2)[CH2:8][C@H:7]1[CH3:49])=[O:5].[OH-].[Na+].[Na+].[Cl-]. The catalyst is O1CCOCC1.CCOC(C)=O. The product is [CH3:50][N:2]([CH3:1])[CH2:3][C:4]([N:6]1[C:14]2[C:9](=[CH:10][C:11]([O:47][CH3:48])=[C:12]([NH:15][C:16]3[NH:21][C:20]4=[N:22][CH:23]=[CH:24][C:19]4=[C:18]([NH:35][C:36]4[CH:45]=[CH:44][CH:43]=[C:42]([F:46])[C:37]=4[C:38]([NH:40][CH3:41])=[O:39])[N:17]=3)[CH:13]=2)[CH2:8][C@H:7]1[CH3:49])=[O:5]. The yield is 0.790.